Dataset: Catalyst prediction with 721,799 reactions and 888 catalyst types from USPTO. Task: Predict which catalyst facilitates the given reaction. (1) Reactant: [CH:1]([C:3]1[CH:22]=[CH:21][C:6]2[S:7][C:8]([S:10]([NH:13][CH2:14][P:15](=[O:20])([O:18][CH3:19])[O:16][CH3:17])(=[O:12])=[O:11])=[CH:9][C:5]=2[CH:4]=1)=C.I([O-])(=O)(=O)=[O:24].[Na+]. Product: [CH:1]([C:3]1[CH:22]=[CH:21][C:6]2[S:7][C:8]([S:10]([NH:13][CH2:14][P:15](=[O:20])([O:18][CH3:19])[O:16][CH3:17])(=[O:12])=[O:11])=[CH:9][C:5]=2[CH:4]=1)=[O:24]. The catalyst class is: 822. (2) Reactant: [C:1]([CH2:3][C:4]([O:6][CH2:7][CH:8]([CH2:13][CH3:14])[CH2:9][CH2:10][CH2:11][CH3:12])=[O:5])#[N:2].[C:15]([NH:18][C:19]1[CH:26]=[CH:25][C:22]([CH:23]=O)=[CH:21][CH:20]=1)(=[O:17])[CH3:16]. Product: [C:15]([NH:18][C:19]1[CH:26]=[CH:25][C:22]([CH:23]=[C:3]([C:1]#[N:2])[C:4]([O:6][CH2:7][CH:8]([CH2:13][CH3:14])[CH2:9][CH2:10][CH2:11][CH3:12])=[O:5])=[CH:21][CH:20]=1)(=[O:17])[CH3:16]. The catalyst class is: 32.